Binary Classification. Given a T-cell receptor sequence (or CDR3 region) and an epitope sequence, predict whether binding occurs between them. From a dataset of TCR-epitope binding with 47,182 pairs between 192 epitopes and 23,139 TCRs. (1) The epitope is KAYNVTQAF. The TCR CDR3 sequence is CASSSRGVDEQFF. Result: 0 (the TCR does not bind to the epitope). (2) The epitope is ITEEVGHTDLMAAY. The TCR CDR3 sequence is CASGLDRGNEQFF. Result: 1 (the TCR binds to the epitope).